Dataset: Reaction yield outcomes from USPTO patents with 853,638 reactions. Task: Predict the reaction yield, written as a fraction of the theoretical maximum amount of product (1.0 means a 100% yield; for example, 0.34 means a 34% yield). (1) The catalyst is C(O)C.O.C1(C)C=CC(S(O)(=O)=O)=CC=1. The product is [CH2:9]([O:8][C:1]1[CH2:28][CH2:29][C@H:30]2[C:25](=[CH:24][CH2:23][C@@H:22]3[C@@H:31]2[CH2:32][CH2:33][C@@:18]2([CH2:19][CH3:20])[C@H:21]3[CH:15]=[CH:16][C:17]2=[O:35])[CH:26]=1)[CH3:10]. The reactants are [CH:1]([O:8][CH2:9][CH3:10])(OCC)OCC.C(O[C@@H:15]1[C@H:21]2[C@H:22]3[C@H:31]([CH2:32][CH2:33][C@:18]2([CH2:19][CH3:20])[C:17](=[O:35])[CH2:16]1)[C@@H:30]1[C:25](=[CH:26]C(=O)[CH2:28][CH2:29]1)[CH2:24][CH2:23]3)(=O)C.C(=O)([O-])[O-].[K+].[K+]. The yield is 0.780. (2) The reactants are [F:1][C:2]1[CH:7]=[CH:6][C:5]([N:8]2[C:16]([C:17]([NH:19][CH3:20])=[O:18])=[C:15]3[C:10]([CH:11]=[C:12]([N:30]([CH3:35])[S:31]([CH3:34])(=[O:33])=[O:32])[C:13](B4OC(C)(C)C(C)(C)O4)=[CH:14]3)=[N:9]2)=[CH:4][CH:3]=1.Cl[C:37]1[CH:46]=[CH:45][C:44]2[CH2:43][CH2:42][N:41]3[C:47]4[CH:48]=[CH:49][CH:50]=[C:51]([F:54])[C:52]=4[CH:53]=[C:40]3[C:39]=2[N:38]=1.CC(C1C=C(C(C)C)C(C2C=CC=CC=2P(C2CCCCC2)C2CCCCC2)=C(C(C)C)C=1)C. The catalyst is O1CCOCC1.C1C=CC(/C=C/C(/C=C/C2C=CC=CC=2)=O)=CC=1.C1C=CC(/C=C/C(/C=C/C2C=CC=CC=2)=O)=CC=1.C1C=CC(/C=C/C(/C=C/C2C=CC=CC=2)=O)=CC=1.[Pd].[Pd]. The product is [F:54][C:51]1[C:52]2[CH:53]=[C:40]3[C:39]4[N:38]=[C:37]([C:13]5[C:12]([N:30]([CH3:35])[S:31]([CH3:34])(=[O:33])=[O:32])=[CH:11][C:10]6[C:15](=[C:16]([C:17]([NH:19][CH3:20])=[O:18])[N:8]([C:5]7[CH:4]=[CH:3][C:2]([F:1])=[CH:7][CH:6]=7)[N:9]=6)[CH:14]=5)[CH:46]=[CH:45][C:44]=4[CH2:43][CH2:42][N:41]3[C:47]=2[CH:48]=[CH:49][CH:50]=1. The yield is 0.240. (3) The reactants are [C:1]([O:5][C:6]([N:8]1[CH2:12][C@H:11]([O:13][CH2:14][C:15]2[CH:20]=[CH:19][CH:18]=[CH:17][CH:16]=2)[CH2:10][C@H:9]1[CH2:21][OH:22])=[O:7])([CH3:4])([CH3:3])[CH3:2].[C:36]1(P([C:36]2[CH:41]=[CH:40][CH:39]=[CH:38][CH:37]=2)[C:36]2[CH:41]=[CH:40][CH:39]=[CH:38][CH:37]=2)[CH:41]=[CH:40][CH:39]=[CH:38][CH:37]=1.N(C([O:52][CH:53]([CH3:55])[CH3:54])=O)=NC([O:52][CH:53]([CH3:55])[CH3:54])=O.Cl.C(=O)(O)[O-].[Na+].[CH2:62]1[CH2:66]OC[CH2:63]1. The catalyst is O1CCOCC1. The product is [C:1]([O:5][C:6]([N:8]1[CH2:12][C@H:11]([O:13][CH2:14][C:15]2[CH:16]=[CH:17][CH:18]=[CH:19][CH:20]=2)[CH2:10][C@H:9]1[CH2:21][O:22][C:62]1[CH:66]=[CH:54][C:53]([O:52][C:36]2[CH:37]=[CH:38][CH:39]=[CH:40][CH:41]=2)=[CH:55][CH:63]=1)=[O:7])([CH3:4])([CH3:3])[CH3:2]. The yield is 0.570.